Dataset: Kir2.1 potassium channel HTS with 301,493 compounds. Task: Binary Classification. Given a drug SMILES string, predict its activity (active/inactive) in a high-throughput screening assay against a specified biological target. (1) The molecule is O=C1NCCN(C1CC(=O)N(CCc1ncccc1)C)Cc1ccc(cc1)c1ccccc1. The result is 0 (inactive). (2) The molecule is O1C(Cc2c(C1)c(nc(N1CCN(CC1)CC(=O)NCC1OCCC1)c2C#N)CC)(C)C. The result is 0 (inactive).